The task is: Predict which catalyst facilitates the given reaction.. This data is from Catalyst prediction with 721,799 reactions and 888 catalyst types from USPTO. (1) Reactant: [CH3:1][C:2]([O:4][C@H:5]1[C:14]2[C@@:15]3([CH3:30])[C@@H:26]([CH2:27][O:28][CH3:29])[O:25][C:23](=[O:24])[C:17]4=[CH:18][O:19][C:20]([C:21](=[O:22])[C:13]=2[C@@H:8]2[CH2:9][CH2:10][C:11](=[O:12])[C@@:7]2([CH3:31])[CH2:6]1)=[C:16]34)=[O:3].[CH2:32]([NH:35][CH2:36][CH:37]=[CH2:38])[CH:33]=[CH2:34].[C:39]1([O:45][CH3:46])[CH:44]=[CH:43][CH:42]=[CH:41][CH:40]=1. Product: [CH3:1][C:2]([O:4][C@H:5]1[C:14]2[C@:15]3([CH3:30])[C:16](=[C:20]([OH:19])[C:21](=[O:22])[C:13]=2[C@@H:8]2[CH2:9][CH2:10][C:11](=[O:12])[C@@:7]2([CH3:31])[CH2:6]1)/[C:17](=[CH:18]\[N:35]([CH2:36][CH:37]=[CH2:38])[CH2:32][CH:33]=[CH2:34])/[C:23](=[O:24])[O:25][C@@H:26]3[CH2:27][O:28][CH3:29])=[O:3].[C:39]1([O:45][CH3:46])[CH:44]=[CH:43][CH:42]=[CH:41][CH:40]=1. The catalyst class is: 1. (2) Reactant: N[C:2]1[C:10]([I:11])=[CH:9][C:5]([C:6]([OH:8])=[O:7])=[CH:4][C:3]=1[I:12].N(OC(C)(C)C)=O.C(O)(=O)C1C=CC=CC=1.Cl. Product: [I:11][C:10]1[CH:9]=[C:5]([CH:4]=[C:3]([I:12])[CH:2]=1)[C:6]([OH:8])=[O:7]. The catalyst class is: 369. (3) Reactant: Cl[C:2]1[N:3]=[C:4]([NH:15][C:16]2[CH:17]=[N:18][N:19]([CH2:21][CH2:22][OH:23])[CH:20]=2)[C:5]([C:12]([NH2:14])=[O:13])=[N:6][C:7]=1[C:8](O)([CH3:10])[CH3:9].[NH2:24][C@@H:25]1[CH2:29][CH2:28][N:27]([C:30]([O:32][C:33]([CH3:36])([CH3:35])[CH3:34])=[O:31])[CH2:26]1.C(N(C(C)C)CC)(C)C.[Cl-].[Na+].O.O. Product: [C:12]([C:5]1[N:6]=[C:7]([C:8]([CH3:10])=[CH2:9])[C:2]([NH:24][C@@H:25]2[CH2:29][CH2:28][N:27]([C:30]([O:32][C:33]([CH3:36])([CH3:35])[CH3:34])=[O:31])[CH2:26]2)=[N:3][C:4]=1[NH:15][C:16]1[CH:17]=[N:18][N:19]([CH2:21][CH2:22][OH:23])[CH:20]=1)(=[O:13])[NH2:14]. The catalyst class is: 60. (4) Reactant: ClC1C=C(NN=C(Cl)S(C)(=O)=O)C=CC=1.IC1C=CC(N2CCC=C(N3CCOCC3)C2=O)=CC=1.C(N(CC)CC)C.[Cl:43][C:44]1[CH:45]=[C:46]([N:50]2[C:54]3(N4CCOCC4)[C:55](=[O:66])[N:56]([C:59]4[CH:64]=[CH:63][C:62]([I:65])=[CH:61][CH:60]=4)[CH2:57][CH2:58][CH:53]3[C:52]([S:73]([CH3:76])(=[O:75])=[O:74])=[N:51]2)[CH:47]=[CH:48][CH:49]=1. Product: [Cl:43][C:44]1[CH:45]=[C:46]([N:50]2[C:54]3[C:55](=[O:66])[N:56]([C:59]4[CH:60]=[CH:61][C:62]([I:65])=[CH:63][CH:64]=4)[CH2:57][CH2:58][C:53]=3[C:52]([S:73]([CH3:76])(=[O:75])=[O:74])=[N:51]2)[CH:47]=[CH:48][CH:49]=1. The catalyst class is: 11. (5) Reactant: FC(F)(F)S(O[C:7]1[C:8]2[N:9]([C:23]([CH2:30][CH:31]3[CH2:36][CH2:35][C:34]([F:38])([F:37])[CH2:33][CH2:32]3)=[C:24]([C:26]([F:29])([F:28])[F:27])[N:25]=2)[C:10]([CH3:22])=[CH:11][C:12]=1[C:13](=[O:21])[NH:14][CH:15]1[CH2:20][CH2:19][O:18][CH2:17][CH2:16]1)(=O)=O.[CH3:41]B1OB(C)OB(C)O1.C(=O)([O-])[O-].[Na+].[Na+].C(=O)([O-])O.[Na+]. Product: [F:38][C:34]1([F:37])[CH2:33][CH2:32][CH:31]([CH2:30][C:23]2[N:9]3[C:10]([CH3:22])=[CH:11][C:12]([C:13]([NH:14][CH:15]4[CH2:20][CH2:19][O:18][CH2:17][CH2:16]4)=[O:21])=[C:7]([CH3:41])[C:8]3=[N:25][C:24]=2[C:26]([F:27])([F:29])[F:28])[CH2:36][CH2:35]1. The catalyst class is: 12. (6) Reactant: [CH:1]1([C:7]2[CH:27]=[CH:26][C:10]([CH2:11][O:12][N:13]=[CH:14][CH2:15]C3C=CC(C=O)=C(CC)C=3)=[CH:9][C:8]=2[C:28]([F:31])([F:30])[F:29])[CH2:6][CH2:5][CH2:4][CH2:3][CH2:2]1.[NH:32]1[CH2:35][CH:34]([C:36]([OH:38])=[O:37])[CH2:33]1.[BH-](O[C:49]([CH3:51])=O)(OC(C)=O)OC(C)=O.[Na+].[OH-].[Na+]. The catalyst class is: 5. Product: [CH:1]1([C:7]2[CH:27]=[CH:26][C:10]([CH2:11][O:12]/[N:13]=[C:14](/[C:4]3[CH:5]=[CH:6][C:1]([CH2:7][N:32]4[CH2:35][CH:34]([C:36]([OH:38])=[O:37])[CH2:33]4)=[C:2]([CH2:49][CH3:51])[CH:3]=3)\[CH3:15])=[CH:9][C:8]=2[C:28]([F:29])([F:30])[F:31])[CH2:6][CH2:5][CH2:4][CH2:3][CH2:2]1. (7) Reactant: [I-].C[S+](C)C.[OH-].[K+].[CH3:8][O:9][C:10]1[CH:11]=[C:12]2[C:17](=[CH:18][CH:19]=1)[N:16]=[CH:15][CH:14]=[C:13]2[CH:20]=[O:21].[CH:22]1C=CC=CC=1. Product: [CH3:8][O:9][C:10]1[CH:11]=[C:12]2[C:17](=[CH:18][CH:19]=1)[N:16]=[CH:15][CH:14]=[C:13]2[CH:20]1[CH2:22][O:21]1. The catalyst class is: 47. (8) Product: [CH3:12][C:6]1[N:7]=[C:8]2[C:3]([C:2]([NH:20][C:18]3[CH:19]=[C:14]([CH3:13])[CH:15]=[CH:16][C:17]=3[S:21][C:22]3[CH:23]=[CH:24][CH:25]=[CH:26][CH:27]=3)=[CH:11][CH:10]=[N:9]2)=[CH:4][CH:5]=1. Reactant: Cl[C:2]1[CH:11]=[CH:10][N:9]=[C:8]2[C:3]=1[CH:4]=[CH:5][C:6]([CH3:12])=[N:7]2.[CH3:13][C:14]1[CH:15]=[CH:16][C:17]([S:21][C:22]2[CH:27]=[CH:26][CH:25]=[CH:24][CH:23]=2)=[C:18]([NH2:20])[CH:19]=1. The catalyst class is: 14.